This data is from Forward reaction prediction with 1.9M reactions from USPTO patents (1976-2016). The task is: Predict the product of the given reaction. (1) Given the reactants [F-].C([N+](CCCC)(CCCC)CCCC)CCC.[F:19][C:20]1([F:68])[CH2:23][CH:22]([O:24][C:25]2[C:26]3[C:49]([C:50]4[CH:55]=[CH:54][C:53]([C:56](=[O:59])[NH:57][CH3:58])=[CH:52][CH:51]=4)=[CH:48][N:47](COCC[Si](C)(C)C)[C:27]=3[N:28]=[C:29]([NH:31][C:32]3[CH:44]=[CH:43][C:35]([C:36]([NH:38][CH:39]4[CH2:42][O:41][CH2:40]4)=[O:37])=[CH:34][C:33]=3[O:45][CH3:46])[N:30]=2)[CH2:21]1, predict the reaction product. The product is: [F:68][C:20]1([F:19])[CH2:21][CH:22]([O:24][C:25]2[C:26]3[C:49]([C:50]4[CH:55]=[CH:54][C:53]([C:56](=[O:59])[NH:57][CH3:58])=[CH:52][CH:51]=4)=[CH:48][NH:47][C:27]=3[N:28]=[C:29]([NH:31][C:32]3[CH:44]=[CH:43][C:35]([C:36]([NH:38][CH:39]4[CH2:40][O:41][CH2:42]4)=[O:37])=[CH:34][C:33]=3[O:45][CH3:46])[N:30]=2)[CH2:23]1. (2) Given the reactants Br[C:2]1[C:10]2[C:9]([NH2:11])=[N:8][CH:7]=[N:6][C:5]=2[N:4]([CH2:12][CH2:13][N:14]2[CH2:19][CH2:18][O:17][CH2:16][CH2:15]2)[CH:3]=1.[F:20][C:21]1[CH:26]=[CH:25][C:24]([F:27])=[CH:23][C:22]=1[CH2:28][C:29]([N:31]1[C:39]2[C:34](=[CH:35][C:36](B3OC(C)(C)C(C)(C)O3)=[CH:37][CH:38]=2)[CH2:33][CH2:32]1)=[O:30].C([O-])(O)=O.[Na+].N#N, predict the reaction product. The product is: [F:20][C:21]1[CH:26]=[CH:25][C:24]([F:27])=[CH:23][C:22]=1[CH2:28][C:29]([N:31]1[C:39]2[C:34](=[CH:35][C:36]([C:2]3[C:10]4[C:9]([NH2:11])=[N:8][CH:7]=[N:6][C:5]=4[N:4]([CH2:12][CH2:13][N:14]4[CH2:19][CH2:18][O:17][CH2:16][CH2:15]4)[CH:3]=3)=[CH:37][CH:38]=2)[CH2:33][CH2:32]1)=[O:30]. (3) Given the reactants [CH3:1][O:2][C:3](=[O:12])[C:4]1[CH:9]=[C:8](F)[CH:7]=[CH:6][C:5]=1[Cl:11].Cl.[CH3:14][NH:15][CH3:16].C(=O)([O-])[O-].[K+].[K+], predict the reaction product. The product is: [CH3:1][O:2][C:3](=[O:12])[C:4]1[CH:9]=[C:8]([N:15]([CH3:16])[CH3:14])[CH:7]=[CH:6][C:5]=1[Cl:11]. (4) Given the reactants [O:1]=[C:2]1[CH2:11][CH2:10][C:9]2[C:4](=[CH:5][C:6]3[CH2:16][CH2:15][N:14]([C:17]([O:19][C:20]([CH3:23])([CH3:22])[CH3:21])=[O:18])[CH2:13][CH2:12][C:7]=3[CH:8]=2)[NH:3]1.CC(C)([O-])C.[K+].[CH2:30](Br)[C:31]1[CH:36]=[CH:35][CH:34]=[CH:33][CH:32]=1.O, predict the reaction product. The product is: [CH2:30]([N:3]1[C:4]2[C:9](=[CH:8][C:7]3[CH2:12][CH2:13][N:14]([C:17]([O:19][C:20]([CH3:23])([CH3:22])[CH3:21])=[O:18])[CH2:15][CH2:16][C:6]=3[CH:5]=2)[CH2:10][CH2:11][C:2]1=[O:1])[C:31]1[CH:36]=[CH:35][CH:34]=[CH:33][CH:32]=1. (5) Given the reactants [Si:1]([O:18][CH:19]([CH2:25][C:26]1[CH:31]=[CH:30][C:29]([O:32][CH3:33])=[C:28]([O:34][CH3:35])[C:27]=1[O:36][CH3:37])[CH2:20][CH2:21][C:22]([OH:24])=O)([C:14]([CH3:17])([CH3:16])[CH3:15])([C:8]1[CH:13]=[CH:12][CH:11]=[CH:10][CH:9]=1)[C:2]1[CH:7]=[CH:6][CH:5]=[CH:4][CH:3]=1.C(Cl)(=O)C(Cl)=O, predict the reaction product. The product is: [Si:1]([O:18][CH:19]1[CH2:25][C:26]2[C:27]([O:36][CH3:37])=[C:28]([O:34][CH3:35])[C:29]([O:32][CH3:33])=[CH:30][C:31]=2[C:22](=[O:24])[CH2:21][CH2:20]1)([C:14]([CH3:16])([CH3:17])[CH3:15])([C:2]1[CH:7]=[CH:6][CH:5]=[CH:4][CH:3]=1)[C:8]1[CH:13]=[CH:12][CH:11]=[CH:10][CH:9]=1. (6) Given the reactants [S:1]1[CH:5]=[C:4]([C:6]([OH:8])=O)[N:3]=[CH:2]1.CN(C(ON1N=NC2C=CC=NC1=2)=[N+](C)C)C.F[P-](F)(F)(F)(F)F.CCN(C(C)C)C(C)C.[I:42][C:43]1[CH:49]=[CH:48][C:46]([NH2:47])=[CH:45][CH:44]=1, predict the reaction product. The product is: [I:42][C:43]1[CH:49]=[CH:48][C:46]([NH:47][C:6]([C:4]2[N:3]=[CH:2][S:1][CH:5]=2)=[O:8])=[CH:45][CH:44]=1.